Dataset: Catalyst prediction with 721,799 reactions and 888 catalyst types from USPTO. Task: Predict which catalyst facilitates the given reaction. Reactant: Br[C:2]1[C:11]2[O:10][CH:9]([CH3:12])[CH2:8][N:7]([C:13]([O:15][C:16]([CH3:19])([CH3:18])[CH3:17])=[O:14])[CH2:6][C:5]=2[S:4][CH:3]=1.[F:20][C:21]1[CH:26]=[CH:25][CH:24]=[CH:23][C:22]=1B(O)O.C(=O)([O-])[O-].[K+].[K+].O. Product: [F:20][C:21]1[CH:26]=[CH:25][CH:24]=[CH:23][C:22]=1[C:2]1[C:11]2[O:10][CH:9]([CH3:12])[CH2:8][N:7]([C:13]([O:15][C:16]([CH3:19])([CH3:18])[CH3:17])=[O:14])[CH2:6][C:5]=2[S:4][CH:3]=1. The catalyst class is: 600.